From a dataset of Forward reaction prediction with 1.9M reactions from USPTO patents (1976-2016). Predict the product of the given reaction. (1) Given the reactants [CH2:1]([CH2:3][NH2:4])[OH:2].[C:5]1(=[O:10])[O:9][CH2:8][CH2:7][CH2:6]1, predict the reaction product. The product is: [OH:2][CH2:1][CH2:3][N:4]1[CH2:5][CH2:6][CH2:7][C:8]1=[O:9].[C:5]1(=[O:10])[O:9][CH2:8][CH2:7][CH2:6]1. (2) Given the reactants [C:1]1(C2(C(O)=O)C=CON2)[CH:6]=[CH:5][CH:4]=[CH:3][CH:2]=1.[NH2:15][CH2:16][CH2:17][CH2:18][NH:19][C:20](=[O:26])[O:21][C:22]([CH3:25])([CH3:24])[CH3:23].CCO[C:30]([C:32]([C:45]#N)=[N:33][O:34][C:35](N1CCOCC1)=[N+](C)C)=[O:31].F[P-](F)(F)(F)(F)F.CCN(C(C)C)C(C)C, predict the reaction product. The product is: [C:1]1([C:35]2[O:34][N:33]=[C:32]([C:30]([NH:15][CH2:16][CH2:17][CH2:18][NH:19][C:20](=[O:26])[O:21][C:22]([CH3:23])([CH3:25])[CH3:24])=[O:31])[CH:45]=2)[CH:6]=[CH:5][CH:4]=[CH:3][CH:2]=1.